Dataset: Forward reaction prediction with 1.9M reactions from USPTO patents (1976-2016). Task: Predict the product of the given reaction. (1) Given the reactants O[CH2:2][C:3]1[C:4]([CH3:17])=[C:5]([NH:9][C:10]([C:12]2[S:13][CH:14]=[CH:15][CH:16]=2)=[NH:11])[CH:6]=[CH:7][CH:8]=1.S(Cl)([Cl:20])=O.C(OCC)C, predict the reaction product. The product is: [ClH:20].[Cl:20][CH2:2][C:3]1[C:4]([CH3:17])=[C:5]([NH:9][C:10]([C:12]2[S:13][CH:14]=[CH:15][CH:16]=2)=[NH:11])[CH:6]=[CH:7][CH:8]=1. (2) Given the reactants Cl.[CH3:2][O:3][C:4]1[CH:5]=[C:6]([C:12]2[C:13]([CH3:25])([CH3:24])[C:14](=[O:23])[N:15]([CH:17]3[CH2:22][CH2:21][NH:20][CH2:19][CH2:18]3)[N:16]=2)[CH:7]=[CH:8][C:9]=1[O:10][CH3:11].[CH3:26][O:27][C:28]1[N:36]=[CH:35][CH:34]=[CH:33][C:29]=1[C:30](O)=[O:31], predict the reaction product. The product is: [CH3:2][O:3][C:4]1[CH:5]=[C:6]([C:12]2[C:13]([CH3:25])([CH3:24])[C:14](=[O:23])[N:15]([CH:17]3[CH2:22][CH2:21][N:20]([C:30]([C:29]4[C:28]([O:27][CH3:26])=[N:36][CH:35]=[CH:34][CH:33]=4)=[O:31])[CH2:19][CH2:18]3)[N:16]=2)[CH:7]=[CH:8][C:9]=1[O:10][CH3:11]. (3) Given the reactants [Cl:1][C:2]1[C:10]2[N:9]=[C:8]([CH2:11][CH3:12])[NH:7][C:6]=2[CH:5]=[CH:4][C:3]=1[C:13]#[N:14].Cl[CH2:16][C:17]1[N:21]=[C:20]([C:22]2[C:23]([CH3:28])=[N:24][O:25][C:26]=2[CH3:27])[O:19][N:18]=1, predict the reaction product. The product is: [Cl:1][C:2]1[C:10]2[N:9]=[C:8]([CH2:11][CH3:12])[N:7]([CH2:16][C:17]3[N:21]=[C:20]([C:22]4[C:23]([CH3:28])=[N:24][O:25][C:26]=4[CH3:27])[O:19][N:18]=3)[C:6]=2[CH:5]=[CH:4][C:3]=1[C:13]#[N:14]. (4) Given the reactants [Br:1][C:2]1[N:7]=[C:6]([NH:8][C:9](=[O:15])[O:10][C:11]([CH3:14])([CH3:13])[CH3:12])[CH:5]=[CH:4][CH:3]=1.C([O-])([O-])=O.[K+].[K+].CC1C=CC(S(O[CH2:33][CH:34]2[CH2:39][CH2:38][O:37][C:36]([CH3:41])([CH3:40])[CH2:35]2)(=O)=O)=CC=1.[H-].[Na+], predict the reaction product. The product is: [Br:1][C:2]1[N:7]=[C:6]([N:8]([CH2:33][CH:34]2[CH2:39][CH2:38][O:37][C:36]([CH3:41])([CH3:40])[CH2:35]2)[C:9](=[O:15])[O:10][C:11]([CH3:12])([CH3:14])[CH3:13])[CH:5]=[CH:4][CH:3]=1.